From a dataset of Full USPTO retrosynthesis dataset with 1.9M reactions from patents (1976-2016). Predict the reactants needed to synthesize the given product. (1) Given the product [N:1]1[N:2]([CH2:7][C:8]2[CH:15]=[CH:14][C:11]([CH:12]=[O:13])=[CH:10][CH:9]=2)[N:3]=[CH:4][CH:5]=1, predict the reactants needed to synthesize it. The reactants are: [NH:1]1[CH:5]=[CH:4][N:3]=[N:2]1.Br[CH2:7][C:8]1[CH:15]=[CH:14][C:11]([CH:12]=[O:13])=[CH:10][CH:9]=1. (2) Given the product [CH2:1]([O:3][C:4](=[O:15])[C:5]([C:7]1[CH:12]=[CH:11][C:10]([O:13][Si:27]([C:23]([CH3:26])([CH3:25])[CH3:24])([CH3:30])[CH3:29])=[CH:9][C:8]=1[OH:14])=[O:6])[CH3:2], predict the reactants needed to synthesize it. The reactants are: [CH2:1]([O:3][C:4](=[O:15])[C:5]([C:7]1[CH:12]=[CH:11][C:10]([OH:13])=[CH:9][C:8]=1[OH:14])=[O:6])[CH3:2].C(N(CC)CC)C.[C:23]([Si:27]([CH3:30])([CH3:29])Cl)([CH3:26])([CH3:25])[CH3:24].O. (3) Given the product [Cl:26][C:27]1[CH:33]=[C:32]([O:34][C:35]2[C:36]3[N:43]([CH3:44])[CH:42]=[CH:41][C:37]=3[N:38]=[CH:39][N:40]=2)[CH:31]=[CH:30][C:28]=1[NH:29][C:17]([NH:6][C:5]1[CH:7]=[CH:8][CH:9]=[C:3]([C:1]#[CH:2])[CH:4]=1)=[O:18], predict the reactants needed to synthesize it. The reactants are: [C:1]([C:3]1[CH:4]=[C:5]([CH:7]=[CH:8][CH:9]=1)[NH2:6])#[CH:2].N1C=CC=CC=1.Cl[C:17](OC1C=CC=CC=1)=[O:18].[Cl:26][C:27]1[CH:33]=[C:32]([O:34][C:35]2[C:36]3[N:43]([CH3:44])[CH:42]=[CH:41][C:37]=3[N:38]=[CH:39][N:40]=2)[CH:31]=[CH:30][C:28]=1[NH2:29]. (4) Given the product [C:22]([C:26]1[CH:30]=[C:29]([NH:31][C:32]([NH:1][C:2]2[CH:19]=[CH:18][C:5]([O:6][C:7]3[C:12]4[N:13]=[CH:14][C:15](=[O:17])[NH:16][C:11]=4[N:10]=[CH:9][CH:8]=3)=[CH:4][C:3]=2[S:20][CH3:21])=[O:33])[N:28]([C:34]2[CH:39]=[CH:38][CH:37]=[CH:36][CH:35]=2)[N:27]=1)([CH3:25])([CH3:23])[CH3:24], predict the reactants needed to synthesize it. The reactants are: [NH2:1][C:2]1[CH:19]=[CH:18][C:5]([O:6][C:7]2[C:12]3[N:13]=[CH:14][C:15](=[O:17])[NH:16][C:11]=3[N:10]=[CH:9][CH:8]=2)=[CH:4][C:3]=1[S:20][CH3:21].[C:22]([C:26]1[CH:30]=[C:29]([N:31]=[C:32]=[O:33])[N:28]([C:34]2[CH:39]=[CH:38][CH:37]=[CH:36][CH:35]=2)[N:27]=1)([CH3:25])([CH3:24])[CH3:23]. (5) Given the product [Br:7][C:8]1[S:9][C:25]([CH2:26][N:1]2[CH2:6][CH2:5][O:4][CH2:3][CH2:2]2)=[CH:11][CH:12]=1, predict the reactants needed to synthesize it. The reactants are: [NH:1]1[CH2:6][CH2:5][O:4][CH2:3][CH2:2]1.[Br:7][C:8]1(C=O)[CH2:12][CH:11]=C[S:9]1.C(O[BH-](O[C:25](=O)[CH3:26])OC(=O)C)(=O)C.[Na+].C(=O)(O)[O-].[Na+]. (6) Given the product [CH3:1][C:2]1([CH3:26])[O:6][C@@H:5]([CH2:7][O:8][C:9]2[N:10]=[C:11]([CH3:25])[C:12]([C:16]3[C:17]([CH3:24])=[C:18]([CH:19]=[CH:20][CH:21]=3)[CH2:22][O:23][C:28]3[CH:29]=[CH:30][C:31]4[CH:32]([CH2:41][C:42]([O:44][CH2:45][CH3:46])=[O:43])[C:33]5[C:38]([C:39]=4[CH:40]=3)=[CH:37][CH:36]=[CH:35][CH:34]=5)=[C:13]([CH3:15])[N:14]=2)[CH2:4][O:3]1, predict the reactants needed to synthesize it. The reactants are: [CH3:1][C:2]1([CH3:26])[O:6][C@@H:5]([CH2:7][O:8][C:9]2[N:14]=[C:13]([CH3:15])[C:12]([C:16]3[C:17]([CH3:24])=[C:18]([CH2:22][OH:23])[CH:19]=[CH:20][CH:21]=3)=[C:11]([CH3:25])[N:10]=2)[CH2:4][O:3]1.O[C:28]1[CH:29]=[CH:30][C:31]2[CH:32]([CH2:41][C:42]([O:44][CH2:45][CH3:46])=[O:43])[C:33]3[C:38]([C:39]=2[CH:40]=1)=[CH:37][CH:36]=[CH:35][CH:34]=3.C(P(CCCC)CCCC)CCC.N(C(N1CCCCC1)=O)=NC(N1CCCCC1)=O. (7) Given the product [C:45]([N:17]1[CH2:16][CH2:15][N:14]([C:19]([O:21][CH3:22])=[O:20])[C@H:13]([C:11](=[O:12])[N:10]([C@H:9]([C:30]2[CH:35]=[CH:34][CH:33]=[CH:32][C:31]=2[Cl:36])[C:7]([NH:6][CH:4]2[CH2:3][C:2]([F:1])([F:37])[CH2:5]2)=[O:8])[C:23]2[CH:28]=[CH:27][CH:26]=[C:25]([F:29])[CH:24]=2)[CH2:18]1)(=[O:47])[CH3:46], predict the reactants needed to synthesize it. The reactants are: [F:1][C:2]1([F:37])[CH2:5][CH:4]([NH:6][C:7]([C@@H:9]([C:30]2[CH:35]=[CH:34][CH:33]=[CH:32][C:31]=2[Cl:36])[N:10]([C:23]2[CH:28]=[CH:27][CH:26]=[C:25]([F:29])[CH:24]=2)[C:11]([C@@H:13]2[CH2:18][NH:17][CH2:16][CH2:15][N:14]2[C:19]([O:21][CH3:22])=[O:20])=[O:12])=[O:8])[CH2:3]1.CCN(CC)CC.[C:45](Cl)(=[O:47])[CH3:46].